Dataset: Full USPTO retrosynthesis dataset with 1.9M reactions from patents (1976-2016). Task: Predict the reactants needed to synthesize the given product. (1) Given the product [Cl:1][C:2]1[N:7]2[N:8]=[C:9]([C:11]3[CH:16]=[CH:15][C:14]([F:17])=[CH:13][CH:12]=3)[C:10]([C:18](=[O:20])[CH3:19])=[C:6]2[CH:5]=[CH:4][CH:3]=1, predict the reactants needed to synthesize it. The reactants are: [Cl:1][C:2]1[N:7]2[N:8]=[C:9]([C:11]3[CH:16]=[CH:15][C:14]([F:17])=[CH:13][CH:12]=3)[CH:10]=[C:6]2[CH:5]=[CH:4][CH:3]=1.[C:18](OC(=O)C)(=[O:20])[CH3:19].B(F)(F)F. (2) Given the product [N:1]1([CH2:7][CH2:8][CH2:9][N:10]2[CH2:15][CH2:14][C:13](=[N:18][OH:19])[CH2:12][CH2:11]2)[CH2:6][CH2:5][CH2:4][CH2:3][CH2:2]1, predict the reactants needed to synthesize it. The reactants are: [N:1]1([CH2:7][CH2:8][CH2:9][N:10]2[CH2:15][CH2:14][C:13](=O)[CH2:12][CH2:11]2)[CH2:6][CH2:5][CH2:4][CH2:3][CH2:2]1.Cl.[NH2:18][OH:19]. (3) Given the product [N+:9]([C:7]1[CH:6]=[N:5][N:4]2[CH2:3][CH2:2][NH:1][C:8]=12)([O-:11])=[O:10], predict the reactants needed to synthesize it. The reactants are: [NH:1]1[C:8]2[N:4]([N:5]=[CH:6][CH:7]=2)[CH2:3][CH2:2]1.[N+:9]([O-])([O-:11])=[O:10].[K+]. (4) Given the product [Cl:16][C:15]1[C:2]([Cl:1])=[CH:3][C:4]2[N:8]([CH2:28][C:27]3[CH:30]=[C:31]([N+:33]([O-:35])=[O:34])[CH:32]=[CH:25][C:26]=3[O:20][CH3:17])[C:7]([CH2:9][C:10]([F:12])([F:13])[F:11])=[N:6][C:5]=2[CH:14]=1, predict the reactants needed to synthesize it. The reactants are: [Cl:1][C:2]1[C:15]([Cl:16])=[CH:14][C:5]2[NH:6][C:7]([CH2:9][C:10]([F:13])([F:12])[F:11])=[N:8][C:4]=2[CH:3]=1.[C:17](=[O:20])([O-])[O-].[K+].[K+].CO[C:25]1[CH:26]=[C:27]([CH:30]=[C:31]([N+:33]([O-:35])=[O:34])[CH:32]=1)[CH2:28]Br. (5) Given the product [F:1][C:2]1[CH:20]=[CH:19][C:5]([CH2:6][CH2:7][C:8]2[CH:17]=[CH:16][C:15]([O:18][CH:28]([C:30]3[S:31][CH:32]=[CH:33][N:34]=3)[CH2:27][C:26]3[N:22]([CH3:21])[CH:23]=[N:24][CH:25]=3)=[CH:14][C:9]=2[C:10]([O:12][CH3:13])=[O:11])=[CH:4][CH:3]=1, predict the reactants needed to synthesize it. The reactants are: [F:1][C:2]1[CH:20]=[CH:19][C:5]([CH2:6][CH2:7][C:8]2[CH:17]=[CH:16][C:15]([OH:18])=[CH:14][C:9]=2[C:10]([O:12][CH3:13])=[O:11])=[CH:4][CH:3]=1.[CH3:21][N:22]1[C:26]([CH2:27][CH:28]([C:30]2[S:31][CH:32]=[CH:33][N:34]=2)O)=[CH:25][N:24]=[CH:23]1.C1(P(C2C=CC=CC=2)C2C=CC=CC=2)C=CC=CC=1.CCOC(/N=N/C(OCC)=O)=O. (6) Given the product [Cl:15][C:16]1[CH:17]=[C:18]([O:11][CH:9]2[CH2:10][N:5]([CH2:4][CH:1]3[CH2:2][CH2:3]3)[CH2:6][C:7]3[CH:14]=[CH:13][S:12][C:8]2=3)[CH:19]=[CH:20][C:21]=1[Cl:22], predict the reactants needed to synthesize it. The reactants are: [CH:1]1([CH2:4][N:5]2[CH2:10][CH:9]([OH:11])[C:8]3[S:12][CH:13]=[CH:14][C:7]=3[CH2:6]2)[CH2:3][CH2:2]1.[Cl:15][C:16]1[CH:17]=[C:18](F)[CH:19]=[CH:20][C:21]=1[Cl:22]. (7) Given the product [C:26]([OH:31])(=[O:30])[C:27]([OH:29])=[O:28].[CH2:1]([O:8][C:9]([CH:11]1[CH2:16][CH2:15][CH:14]([NH:17][O:18][CH2:19][C:20]2[CH:25]=[CH:24][CH:23]=[CH:22][CH:21]=2)[CH2:13][NH:12]1)=[O:10])[C:2]1[CH:3]=[CH:4][CH:5]=[CH:6][CH:7]=1, predict the reactants needed to synthesize it. The reactants are: [CH2:1]([O:8][C:9]([CH:11]1[CH2:16][CH2:15][CH:14]([NH:17][O:18][CH2:19][C:20]2[CH:25]=[CH:24][CH:23]=[CH:22][CH:21]=2)[CH2:13][NH:12]1)=[O:10])[C:2]1[CH:7]=[CH:6][CH:5]=[CH:4][CH:3]=1.[C:26]([OH:31])(=[O:30])[C:27]([OH:29])=[O:28].